From a dataset of Reaction yield outcomes from USPTO patents with 853,638 reactions. Predict the reaction yield, written as a fraction of the theoretical maximum amount of product (1.0 means a 100% yield; for example, 0.34 means a 34% yield). The product is [CH2:10]([C:9]1[O:8][N:7]=[C:6]([C:12]2[CH:17]=[CH:16][CH:15]=[CH:14][CH:13]=2)[C:5]=1[C:3]([OH:4])=[O:2])[CH3:11]. The yield is 0.720. The catalyst is C1COCC1.O. The reactants are C[O:2][C:3]([C:5]1[C:6]([C:12]2[CH:17]=[CH:16][CH:15]=[CH:14][CH:13]=2)=[N:7][O:8][C:9]=1[CH2:10][CH3:11])=[O:4].O[Li].O.